Regression. Given a peptide amino acid sequence and an MHC pseudo amino acid sequence, predict their binding affinity value. This is MHC class II binding data. From a dataset of Peptide-MHC class II binding affinity with 134,281 pairs from IEDB. (1) The peptide sequence is RREVHIYYLEKANKI. The MHC is DRB1_0404 with pseudo-sequence DRB1_0404. The binding affinity (normalized) is 0.520. (2) The peptide sequence is WKSILTDPRVKIMRS. The MHC is DRB1_1201 with pseudo-sequence DRB1_1201. The binding affinity (normalized) is 0.189. (3) The peptide sequence is SQDLELSWNNNGLQAY. The MHC is DRB1_1302 with pseudo-sequence DRB1_1302. The binding affinity (normalized) is 0.592.